This data is from Peptide-MHC class I binding affinity with 185,985 pairs from IEDB/IMGT. The task is: Regression. Given a peptide amino acid sequence and an MHC pseudo amino acid sequence, predict their binding affinity value. This is MHC class I binding data. The peptide sequence is AEMRAYHGF. The MHC is HLA-A11:01 with pseudo-sequence HLA-A11:01. The binding affinity (normalized) is 0.0847.